Dataset: Forward reaction prediction with 1.9M reactions from USPTO patents (1976-2016). Task: Predict the product of the given reaction. (1) Given the reactants [O:1]1[CH2:7][CH:6]([C:8]2[C:16]3[S:15][C:14]([NH2:17])=[N:13][C:12]=3[C:11]([O:18][CH3:19])=[CH:10][CH:9]=2)[CH2:5][O:4][CH2:3][CH2:2]1.Cl[C:21](OC1C=CC=CC=1)=[O:22].[CH3:30][O:31][CH:32]1[CH2:37][CH2:36][NH:35][CH2:34][CH2:33]1, predict the reaction product. The product is: [O:4]1[CH2:5][CH:6]([C:8]2[C:16]3[S:15][C:14]([NH:17][C:21]([N:35]4[CH2:36][CH2:37][CH:32]([O:31][CH3:30])[CH2:33][CH2:34]4)=[O:22])=[N:13][C:12]=3[C:11]([O:18][CH3:19])=[CH:10][CH:9]=2)[CH2:7][O:1][CH2:2][CH2:3]1. (2) Given the reactants [F:1][C:2]([F:7])([F:6])[C:3]([OH:5])=[O:4].C(C1C=CC(NC(C2C=C(OC)C3OCCCOC=3C=2)C2N[C:22](=[O:24])N(C3N=CSC=3C(O)=O)N=2)=CC=1)(=N)N.CO[C:48](=[O:78])[N:49]=[C:50](SC)[C:51]([C:65]1[CH:70]=[C:69]([O:71][CH3:72])[C:68](OC)=[CH:67][C:66]=1[F:75])=[N:52][C:53]1[CH:58]=[CH:57][C:56]([C:59]2[N:63]=C(C)O[N:60]=2)=[CH:55][CH:54]=1.Cl.C[O:81][C:82]([C:84]1[CH:89]=[CH:88][CH:87]=[C:86]([NH:90][NH2:91])[N:85]=1)=[O:83].COC(=O)N=C(SC)C(C1C=C(OC)C2OCCCOC=2C=1)=NC1C=CC(C2N=C(C)ON=2)=CC=1.COC(C1SC=NC=1NN)=O, predict the reaction product. The product is: [F:1][C:2]([F:7])([F:6])[C:3]([OH:5])=[O:4].[C:59]([C:56]1[CH:57]=[CH:58][C:53]([NH:52][CH:51]([C:65]2[CH:70]=[C:69]([O:71][CH3:72])[CH:68]=[C:67]([O:24][CH3:22])[C:66]=2[F:75])[C:50]2[NH:49][C:48](=[O:78])[N:90]([C:86]3[N:85]=[C:84]([C:82]([OH:81])=[O:83])[CH:89]=[CH:88][CH:87]=3)[N:91]=2)=[CH:54][CH:55]=1)(=[NH:60])[NH2:63]. (3) Given the reactants [CH3:1][C:2]1([CH3:16])[C:6]([CH3:8])([CH3:7])[O:5][B:4]([C:9]2[CH:14]=[CH:13][C:12]([NH2:15])=[CH:11][CH:10]=2)[O:3]1.Cl[C:18]([O:20][CH2:21][CH2:22][O:23][CH3:24])=[O:19].CN1CCOCC1, predict the reaction product. The product is: [CH3:8][C:6]1([CH3:7])[C:2]([CH3:16])([CH3:1])[O:3][B:4]([C:9]2[CH:14]=[CH:13][C:12]([NH:15][C:18](=[O:19])[O:20][CH2:21][CH2:22][O:23][CH3:24])=[CH:11][CH:10]=2)[O:5]1.